This data is from Catalyst prediction with 721,799 reactions and 888 catalyst types from USPTO. The task is: Predict which catalyst facilitates the given reaction. (1) Reactant: [NH2:1][C:2]([C:5]1[CH:14]=[CH:13][C:8]([C:9]([O:11][CH3:12])=[O:10])=[CH:7][CH:6]=1)([CH3:4])[CH3:3].C(N(CC)CC)C.[CH3:22][S:23](Cl)(=[O:25])=[O:24]. Product: [CH3:22][S:23]([NH:1][C:2]([C:5]1[CH:14]=[CH:13][C:8]([C:9]([O:11][CH3:12])=[O:10])=[CH:7][CH:6]=1)([CH3:3])[CH3:4])(=[O:25])=[O:24]. The catalyst class is: 4. (2) Reactant: [OH:1][C@@H:2]([C:5]1[N:10]=[C:9]([C:11]2[CH:16]=[CH:15][C:14]([O:17][C:18]3[CH:23]=[CH:22][C:21]([F:24])=[CH:20][CH:19]=3)=[CH:13][CH:12]=2)[N:8]=[C:7]([C:25]([NH:27][C@@H:28]([CH3:33])[C:29]([O:31]C)=[O:30])=[O:26])[CH:6]=1)[CH2:3][OH:4].O[Li].O. Product: [OH:1][C@@H:2]([C:5]1[N:10]=[C:9]([C:11]2[CH:12]=[CH:13][C:14]([O:17][C:18]3[CH:23]=[CH:22][C:21]([F:24])=[CH:20][CH:19]=3)=[CH:15][CH:16]=2)[N:8]=[C:7]([C:25]([NH:27][C@@H:28]([CH3:33])[C:29]([OH:31])=[O:30])=[O:26])[CH:6]=1)[CH2:3][OH:4]. The catalyst class is: 20. (3) Reactant: [F:1][C:2]([F:22])([F:21])/[C:3](/[NH:10][C:11]1[CH:12]=[N:13][CH:14]=[C:15]([C:17]([F:20])([F:19])[F:18])[CH:16]=1)=[CH:4]\[C:5]([O:7][CH2:8][CH3:9])=[O:6].[C:23](/[C:25](=[CH:31]/[C:32]1[CH:37]=[CH:36][C:35]([C:38]#[N:39])=[CH:34][CH:33]=1)/[C:26]([O:28][CH2:29][CH3:30])=[O:27])#[N:24].N12CCCN=C1CCCCC2. Product: [NH2:24][C:23]1[N:10]([C:11]2[CH:12]=[N:13][CH:14]=[C:15]([C:17]([F:18])([F:19])[F:20])[CH:16]=2)[C:3]([C:2]([F:1])([F:21])[F:22])=[C:4]([C:5]([O:7][CH2:8][CH3:9])=[O:6])[CH:31]([C:32]2[CH:37]=[CH:36][C:35]([C:38]#[N:39])=[CH:34][CH:33]=2)[C:25]=1[C:26]([O:28][CH2:29][CH3:30])=[O:27]. The catalyst class is: 12.